This data is from Full USPTO retrosynthesis dataset with 1.9M reactions from patents (1976-2016). The task is: Predict the reactants needed to synthesize the given product. (1) Given the product [C:1]([O:6][CH2:7][CH2:8][CH2:9][CH2:10][O:11][N+:17]([O-:19])=[O:18])(=[O:5])[CH2:2][CH2:3][CH3:4], predict the reactants needed to synthesize it. The reactants are: [C:1]([O:6][CH2:7][CH2:8][CH2:9][CH2:10][OH:11])(=[O:5])[CH2:2][CH2:3][CH3:4].OS(O)(=O)=O.[N+:17]([O-])([OH:19])=[O:18].[N+](OCCCCO[N+]([O-])=O)([O-])=O. (2) Given the product [Br:1][C:2]1[C:7]([NH2:8])=[CH:6][C:5]([C:11]2[CH:12]=[CH:13][C:14]([Cl:17])=[CH:15][CH:16]=2)=[CH:4][N:3]=1, predict the reactants needed to synthesize it. The reactants are: [Br:1][C:2]1[C:7]([N+:8]([O-])=O)=[CH:6][C:5]([C:11]2[CH:16]=[CH:15][C:14]([Cl:17])=[CH:13][CH:12]=2)=[CH:4][N:3]=1.[Sn](Cl)Cl.C([O-])(O)=O.[Na+]. (3) Given the product [NH2:15][C:9]1[N:8]=[C:7]([O:16][CH2:17][CH2:18][CH2:19][CH3:20])[N:6]=[C:5]2[C:10]=1[N:11]=[C:12]([O:13][CH3:14])[N:4]2[CH2:3][CH2:2][NH:21][CH2:22][CH2:23][OH:24], predict the reactants needed to synthesize it. The reactants are: Br[CH2:2][CH2:3][N:4]1[C:12]([O:13][CH3:14])=[N:11][C:10]2[C:5]1=[N:6][C:7]([O:16][CH2:17][CH2:18][CH2:19][CH3:20])=[N:8][C:9]=2[NH2:15].[NH2:21][CH2:22][CH2:23][OH:24]. (4) Given the product [CH3:1][O:2][C:3]1[CH:11]=[C:10]2[C:6]([C:7]([C:12]([OH:14])=[O:13])=[CH:8][N:9]2[CH3:18])=[CH:5][CH:4]=1, predict the reactants needed to synthesize it. The reactants are: [CH3:1][O:2][C:3]1[CH:11]=[C:10]2[C:6]([C:7]([C:12]([OH:14])=[O:13])=[CH:8][NH:9]2)=[CH:5][CH:4]=1.[H-].[Na+].I[CH3:18].[OH-].[Na+].[OH-].[K+]. (5) The reactants are: [CH2:1]([O:8][C:9]1[CH:18]=[C:17]2[C:12]([C:13](=O)[NH:14][C:15]([C:19](=[O:27])[C:20]3[CH:25]=[CH:24][C:23]([F:26])=[CH:22][CH:21]=3)=[N:16]2)=[CH:11][CH:10]=1)[C:2]1[CH:7]=[CH:6][CH:5]=[CH:4][CH:3]=1.P(Cl)(Cl)([Cl:31])=O. Given the product [CH2:1]([O:8][C:9]1[CH:18]=[C:17]2[C:12]([C:13]([Cl:31])=[N:14][C:15]([C:19]([C:20]3[CH:25]=[CH:24][C:23]([F:26])=[CH:22][CH:21]=3)=[O:27])=[N:16]2)=[CH:11][CH:10]=1)[C:2]1[CH:7]=[CH:6][CH:5]=[CH:4][CH:3]=1, predict the reactants needed to synthesize it. (6) Given the product [CH3:1][O:2][C:3](=[O:24])[C:4]1[CH:9]=[C:8]([N:10]2[CH:14]=[C:13]([C:15]#[N:16])[N:12]=[CH:11]2)[C:7]([C:17]([F:18])([F:19])[F:20])=[CH:6][C:5]=1[NH2:21], predict the reactants needed to synthesize it. The reactants are: [CH3:1][O:2][C:3](=[O:24])[C:4]1[CH:9]=[C:8]([N:10]2[CH:14]=[C:13]([C:15]#[N:16])[N:12]=[CH:11]2)[C:7]([C:17]([F:20])([F:19])[F:18])=[CH:6][C:5]=1[N+:21]([O-])=O. (7) The reactants are: [CH3:1][O:2][C:3]1[CH:4]=[C:5]2[C:9](=[CH:10][CH:11]=1)[NH:8][CH:7]=[C:6]2[CH2:12][CH2:13][NH2:14].[C:15]1([C:24]2[CH:29]=[CH:28][CH:27]=[CH:26][CH:25]=2)[CH:20]=[CH:19][C:18]([C:21](Cl)=[O:22])=[CH:17][CH:16]=1.C(N(CC)CC)C. Given the product [CH3:1][O:2][C:3]1[CH:4]=[C:5]2[C:9](=[CH:10][CH:11]=1)[NH:8][CH:7]=[C:6]2[CH2:12][CH2:13][NH:14][C:21]([C:18]1[CH:19]=[CH:20][C:15]([C:24]2[CH:25]=[CH:26][CH:27]=[CH:28][CH:29]=2)=[CH:16][CH:17]=1)=[O:22], predict the reactants needed to synthesize it. (8) Given the product [F:1][C:2]([F:9])([F:8])[CH:3]([S:11][CH3:10])[CH2:4][C:5]([OH:7])=[O:6], predict the reactants needed to synthesize it. The reactants are: [F:1][C:2]([F:9])([F:8])/[CH:3]=[CH:4]/[C:5]([OH:7])=[O:6].[CH3:10][S-:11].[Na+]. (9) Given the product [N:13]1([CH2:12][CH2:11][NH:10][C:21]2[CH:22]=[C:23]([CH:26]=[CH:27][C:28]=2[N+:29]([O-:31])=[O:30])[C:24]#[N:25])[CH2:18][CH2:17][O:16][CH2:15][CH2:14]1, predict the reactants needed to synthesize it. The reactants are: NC1C=CC(C#N)=CC=1[NH:10][CH2:11][CH2:12][N:13]1[CH2:18][CH2:17][O:16][CH2:15][CH2:14]1.CO[C:21]1[CH:22]=[C:23]([CH:26]=[CH:27][C:28]=1[N+:29]([O-:31])=[O:30])[C:24]#[N:25].NCCN1CCOCC1.